From a dataset of Catalyst prediction with 721,799 reactions and 888 catalyst types from USPTO. Predict which catalyst facilitates the given reaction. (1) Reactant: [C:1]1([C:7]2[CH:8]=[C:9]3[C:13](=[C:14]([C:16]([OH:18])=O)[CH:15]=2)[NH:12][CH:11]=[CH:10]3)[CH:6]=[CH:5][CH:4]=[CH:3][CH:2]=1.Cl.C[N:21](C)CCCN=C=NCC.O.ON1C2C=CC=CC=2N=N1.N. Product: [C:1]1([C:7]2[CH:8]=[C:9]3[C:13](=[C:14]([C:16]([NH2:21])=[O:18])[CH:15]=2)[NH:12][CH:11]=[CH:10]3)[CH:6]=[CH:5][CH:4]=[CH:3][CH:2]=1. The catalyst class is: 168. (2) Reactant: [NH2:1][C@H:2]1[CH2:7][CH2:6][C@H:5]([OH:8])[CH2:4][CH2:3]1.[Cl:9][C:10]1[CH:18]=[C:17]2[C:13]([C@@:14]3([C:27]4([CH2:32][CH2:31][C:30]([CH3:34])([CH3:33])[CH2:29][CH2:28]4)[N:26]4[C@@H:21]([C:22](=[O:47])[O:23][C@@H:24]([C:41]5[CH:46]=[CH:45][CH:44]=[CH:43][CH:42]=5)[C@H:25]4[C:35]4[CH:40]=[CH:39][CH:38]=[CH:37][CH:36]=4)[C@@H:20]3[C:48]3[CH:53]=[CH:52][CH:51]=[C:50]([Cl:54])[C:49]=3[F:55])[C:15](=[O:19])[NH:16]2)=[CH:12][CH:11]=1.[Cl-].[NH4+]. Product: [Cl:9][C:10]1[CH:18]=[C:17]2[C:13]([C:14]3([C@@H:20]([C:48]4[CH:53]=[CH:52][CH:51]=[C:50]([Cl:54])[C:49]=4[F:55])[C@H:21]([C:22]([NH:1][C@H:2]4[CH2:7][CH2:6][C@H:5]([OH:8])[CH2:4][CH2:3]4)=[O:47])[N:26]([C@H:25]([C:35]4[CH:36]=[CH:37][CH:38]=[CH:39][CH:40]=4)[C@@H:24]([OH:23])[C:41]4[CH:42]=[CH:43][CH:44]=[CH:45][CH:46]=4)[C:27]43[CH2:28][CH2:29][C:30]([CH3:34])([CH3:33])[CH2:31][CH2:32]4)[C:15](=[O:19])[NH:16]2)=[CH:12][CH:11]=1. The catalyst class is: 7.